This data is from Retrosynthesis with 50K atom-mapped reactions and 10 reaction types from USPTO. The task is: Predict the reactants needed to synthesize the given product. (1) Given the product CC(C)(C)OC(=O)N1CCNc2ncc(Br)cc2C1, predict the reactants needed to synthesize it. The reactants are: Brc1cnc2c(c1)CNCCN2.CC(C)(C)OC(=O)OC(=O)OC(C)(C)C. (2) Given the product Cc1cn2cccc2c(N2CCC(N)C2)n1, predict the reactants needed to synthesize it. The reactants are: Cc1cn2cccc2c(N2CCC(NC(=O)OC(C)(C)C)C2)n1. (3) Given the product CCOC(=O)c1cc2cc(CN=[N+]=[N-])ccn2c1-c1ccc(F)cc1, predict the reactants needed to synthesize it. The reactants are: CCOC(=O)c1cc2cc(COS(C)(=O)=O)ccn2c1-c1ccc(F)cc1.[N-]=[N+]=[N-]. (4) The reactants are: COc1ccc(C=C(C#N)C(=O)Nc2ccccc2)c2c1CCCC2. Given the product N#CC(=Cc1ccc(O)c2c1CCCC2)C(=O)Nc1ccccc1, predict the reactants needed to synthesize it.